Dataset: NCI-60 drug combinations with 297,098 pairs across 59 cell lines. Task: Regression. Given two drug SMILES strings and cell line genomic features, predict the synergy score measuring deviation from expected non-interaction effect. (1) Drug 1: C1CCC(C(C1)N)N.C(=O)(C(=O)[O-])[O-].[Pt+4]. Drug 2: C(CCl)NC(=O)N(CCCl)N=O. Cell line: HS 578T. Synergy scores: CSS=3.41, Synergy_ZIP=-2.21, Synergy_Bliss=-3.93, Synergy_Loewe=-14.8, Synergy_HSA=-5.19. (2) Drug 1: CC1=CC2C(CCC3(C2CCC3(C(=O)C)OC(=O)C)C)C4(C1=CC(=O)CC4)C. Drug 2: CC1=C(N=C(N=C1N)C(CC(=O)N)NCC(C(=O)N)N)C(=O)NC(C(C2=CN=CN2)OC3C(C(C(C(O3)CO)O)O)OC4C(C(C(C(O4)CO)O)OC(=O)N)O)C(=O)NC(C)C(C(C)C(=O)NC(C(C)O)C(=O)NCCC5=NC(=CS5)C6=NC(=CS6)C(=O)NCCC[S+](C)C)O. Cell line: A549. Synergy scores: CSS=16.3, Synergy_ZIP=-7.36, Synergy_Bliss=1.30, Synergy_Loewe=-0.653, Synergy_HSA=4.36. (3) Drug 1: CC1=C2C(C(=O)C3(C(CC4C(C3C(C(C2(C)C)(CC1OC(=O)C(C(C5=CC=CC=C5)NC(=O)OC(C)(C)C)O)O)OC(=O)C6=CC=CC=C6)(CO4)OC(=O)C)O)C)O. Drug 2: C(CC(=O)O)C(=O)CN.Cl. Cell line: ACHN. Synergy scores: CSS=26.7, Synergy_ZIP=-6.15, Synergy_Bliss=-1.89, Synergy_Loewe=-16.3, Synergy_HSA=-0.596.